This data is from Cav3 T-type calcium channel HTS with 100,875 compounds. The task is: Binary Classification. Given a drug SMILES string, predict its activity (active/inactive) in a high-throughput screening assay against a specified biological target. (1) The molecule is Brc1ccc(OCc2[nH]nc(n2)c2ncccc2)cc1. The result is 0 (inactive). (2) The compound is O(C(=O)c1c([nH]nc1N)c1ccccc1)CC. The result is 0 (inactive).